Predict the reactants needed to synthesize the given product. From a dataset of Full USPTO retrosynthesis dataset with 1.9M reactions from patents (1976-2016). (1) Given the product [Si:28]([O:29][CH2:30][CH:31]1[CH2:36][CH2:35][CH2:34][N:33]([C:2]2[N:7]=[C:6]([C:8]([NH:10][C:11]3[C:12]([CH3:22])=[C:13]([CH:18]=[CH:19][C:20]=3[CH3:21])[C:14]([O:16][CH3:17])=[O:15])=[O:9])[C:5]([CH3:23])=[CH:4][CH:3]=2)[CH2:32]1)([C:24]([CH3:27])([CH3:26])[CH3:25])([CH3:38])[CH3:37], predict the reactants needed to synthesize it. The reactants are: Cl[C:2]1[N:7]=[C:6]([C:8]([NH:10][C:11]2[C:12]([CH3:22])=[C:13]([CH:18]=[CH:19][C:20]=2[CH3:21])[C:14]([O:16][CH3:17])=[O:15])=[O:9])[C:5]([CH3:23])=[CH:4][CH:3]=1.[C:24]([Si:28]([CH3:38])([CH3:37])[O:29][CH2:30][CH:31]1[CH2:36][CH2:35][CH2:34][NH:33][CH2:32]1)([CH3:27])([CH3:26])[CH3:25].C([O-])([O-])=O.[Cs+].[Cs+].COC1C=CC=C(OC)C=1C1C=CC=CC=1P(C1CCCCC1)C1CCCCC1. (2) Given the product [C:19]([NH:27][C:28]1[CH:64]=[CH:63][N:31]([C@@H:32]2[O:62][C@H:36]([CH2:37][O:38][C:39]([C:56]3[CH:61]=[CH:60][CH:59]=[CH:58][CH:57]=3)([C:40]3[CH:45]=[CH:44][C:43]([O:46][CH3:47])=[CH:42][CH:41]=3)[C:48]3[CH:53]=[CH:52][C:51]([O:54][CH3:55])=[CH:50][CH:49]=3)[C@@H:34]([O:35][P:127]([N:159]([CH:163]([CH3:165])[CH3:164])[CH:160]([CH3:161])[CH3:162])([O:129][CH2:130][CH2:131][O:132][CH2:133][CH2:134][O:135][C@@H:136]3[O:153][C@H:152]([CH2:154][O:155][C:156](=[O:158])[CH3:157])[C@H:147]([O:148][C:149](=[O:151])[CH3:150])[C@H:142]([O:143][C:144](=[O:146])[CH3:145])[C@H:137]3[O:138][C:139](=[O:141])[CH3:140])=[O:126])[CH2:33]2)[C:30](=[O:65])[N:29]=1)(=[O:26])[C:20]1[CH:25]=[CH:24][CH:23]=[CH:22][CH:21]=1, predict the reactants needed to synthesize it. The reactants are: C(N(P(N(C(C)C)C(C)C)(Cl)([O-])[O-])C(C)C)(C)C.[C:19]([NH:27][C:28]1[CH:64]=[CH:63][N:31]([C@@H:32]2[O:62][C@H:36]([CH2:37][O:38][C:39]([C:56]3[CH:61]=[CH:60][CH:59]=[CH:58][CH:57]=3)([C:48]3[CH:53]=[CH:52][C:51]([O:54][CH3:55])=[CH:50][CH:49]=3)[C:40]3[CH:45]=[CH:44][C:43]([O:46][CH3:47])=[CH:42][CH:41]=3)[C@@H:34]([OH:35])[CH2:33]2)[C:30](=[O:65])[N:29]=1)(=[O:26])[C:20]1[CH:25]=[CH:24][CH:23]=[CH:22][CH:21]=1.C(N(C(C)C)C(C)C)C.C(O[C@@H]1[C@@H](OC(=O)C)[C@@H](OC(=O)C)[C@@H](COC(=O)C)O[C@H]1OCCOCCO)(=O)C.N1C=NN=N1.C(NC1C=CN([C@@H]2O[C@H](COC(C3C=CC=CC=3)(C3C=CC(OC)=CC=3)C3C=CC(OC)=CC=3)[C@@H]([O:126][P:127]([N:159]([CH:163]([CH3:165])[CH3:164])[CH:160]([CH3:162])[CH3:161])([O:129][CH2:130][CH2:131][O:132][CH2:133][CH2:134][O:135][C@@H:136]3[O:153][C@H:152]([CH2:154][O:155][C:156](=[O:158])[CH3:157])[C@@H:147]([O:148][C:149](=[O:151])[CH3:150])[C@H:142]([O:143][C:144](=[O:146])[CH3:145])[C@H:137]3[O:138][C:139](=[O:141])[CH3:140])=O)C2)C(=O)N=1)(=O)C1C=CC=CC=1. (3) Given the product [CH3:1][S:2]([C:5]1[CH:6]=[CH:7][C:8]([N:11]2[C:21]([C:23]3[CH:24]=[CH:25][CH:26]=[CH:27][CH:28]=3)=[CH:20][C:19]([CH:18]([F:17])[F:30])=[N:12]2)=[N:9][CH:10]=1)(=[O:3])=[O:4], predict the reactants needed to synthesize it. The reactants are: [CH3:1][S:2]([C:5]1[CH:6]=[CH:7][C:8]([NH:11][NH2:12])=[N:9][CH:10]=1)(=[O:4])=[O:3].C(O)(C)C.[F:17][CH:18]([F:30])[C:19](=O)[CH2:20][C:21]([C:23]1[CH:28]=[CH:27][CH:26]=[CH:25][CH:24]=1)=O.S(=O)(=O)(O)O. (4) Given the product [NH2:2][C:3]1[C:4]2[C:14]([O:15][CH2:16][C:17]([NH:20][C:33](=[O:34])[C:32]3[CH:36]=[CH:37][N:38]=[C:30]([N:21]4[C:25]5[CH:26]=[CH:27][CH:28]=[CH:29][C:24]=5[N:23]=[CH:22]4)[CH:31]=3)([CH3:18])[CH3:19])=[CH:13][CH:12]=[CH:11][C:5]=2[NH:6][S:7](=[O:10])(=[O:9])[N:8]=1, predict the reactants needed to synthesize it. The reactants are: Cl.[NH2:2][C:3]1[C:4]2[C:14]([O:15][CH2:16][C:17]([NH2:20])([CH3:19])[CH3:18])=[CH:13][CH:12]=[CH:11][C:5]=2[NH:6][S:7](=[O:10])(=[O:9])[N:8]=1.[N:21]1([C:30]2[CH:31]=[C:32]([CH:36]=[CH:37][N:38]=2)[C:33](O)=[O:34])[C:25]2[CH:26]=[CH:27][CH:28]=[CH:29][C:24]=2[N:23]=[CH:22]1. (5) Given the product [CH:46]1([NH:51][C:52]2[CH:57]=[CH:56][C:55]([S:58]([O:61][C:62]3[CH:71]=[CH:70][C:65]4[NH:66][C:67]([NH:69][C:10](=[O:12])[CH2:9][NH:8][C:6]([O:5][C:1]([CH3:2])([CH3:3])[CH3:4])=[O:7])=[N:68][C:64]=4[CH:63]=3)(=[O:59])=[O:60])=[CH:54][CH:53]=2)[CH2:50][CH2:49][CH2:48][CH2:47]1, predict the reactants needed to synthesize it. The reactants are: [C:1]([O:5][C:6]([NH:8][CH2:9][C:10]([OH:12])=O)=[O:7])([CH3:4])([CH3:3])[CH3:2].CN(C(ON1N=NC2C=CC=CC1=2)=[N+](C)C)C.F[P-](F)(F)(F)(F)F.C(N(C(C)C)CC)(C)C.[CH:46]1([NH:51][C:52]2[CH:57]=[CH:56][C:55]([S:58]([O:61][C:62]3[CH:71]=[CH:70][C:65]4[NH:66][C:67]([NH2:69])=[N:68][C:64]=4[CH:63]=3)(=[O:60])=[O:59])=[CH:54][CH:53]=2)[CH2:50][CH2:49][CH2:48][CH2:47]1. (6) Given the product [F:33][C:24]1[CH:25]=[C:26]([S:29]([CH3:32])(=[O:31])=[O:30])[CH:27]=[CH:28][C:23]=1[NH:1][CH:2]1[CH2:7][CH2:6][CH2:5][N:4]([CH:8]2[CH2:9][CH2:10][N:11]([C:14]([O:16][C:17]([CH3:18])([CH3:20])[CH3:19])=[O:15])[CH2:12][CH2:13]2)[C:3]1=[O:21], predict the reactants needed to synthesize it. The reactants are: [NH2:1][C@H:2]1[CH2:7][CH2:6][CH2:5][N:4]([CH:8]2[CH2:13][CH2:12][N:11]([C:14]([O:16][C:17]([CH3:20])([CH3:19])[CH3:18])=[O:15])[CH2:10][CH2:9]2)[C:3]1=[O:21].Br[C:23]1[CH:28]=[CH:27][C:26]([S:29]([CH3:32])(=[O:31])=[O:30])=[CH:25][C:24]=1[F:33].CC([O-])(C)C.[Na+]. (7) Given the product [O:21]=[C:19]1[NH:18][C:17](=[O:22])[C:16](=[CH:15][C:12]2[O:11][C:10]([C:8]3[CH:7]=[CH:6][C:5]([OH:23])=[C:4]([CH:9]=3)[C:3]([OH:24])=[O:2])=[CH:14][CH:13]=2)[S:20]1, predict the reactants needed to synthesize it. The reactants are: C[O:2][C:3](=[O:24])[C:4]1[CH:9]=[C:8]([C:10]2[O:11][C:12]([CH:15]=[C:16]3[S:20][C:19](=[O:21])[NH:18][C:17]3=[O:22])=[CH:13][CH:14]=2)[CH:7]=[CH:6][C:5]=1[OH:23].[Li+].[OH-].Cl. (8) The reactants are: [C:1]([O:5][C:6]([NH:8][C@@H:9]([CH2:30][C:31]1[CH:36]=[CH:35][CH:34]=[CH:33][CH:32]=1)[C@@H:10]([OH:29])[C@@H:11]([NH:15][CH2:16][C:17]1[CH:22]=[C:21]([O:23][CH3:24])[C:20]([O:25][CH3:26])=[CH:19][C:18]=1[O:27][CH3:28])[C:12](O)=[O:13])=[O:7])([CH3:4])([CH3:3])[CH3:2].[NH2:37][C@@H:38]([CH:52]([CH3:54])[CH3:53])[C:39]([NH:41][CH2:42][C:43]1[CH:48]=[CH:47][C:46]([O:49][CH3:50])=[CH:45][C:44]=1[OH:51])=[O:40]. Given the product [C:1]([O:5][C:6](=[O:7])[NH:8][C@@H:9]([CH2:30][C:31]1[CH:32]=[CH:33][CH:34]=[CH:35][CH:36]=1)[C@@H:10]([OH:29])[C@@H:11]([NH:15][CH2:16][C:17]1[CH:22]=[C:21]([O:23][CH3:24])[C:20]([O:25][CH3:26])=[CH:19][C:18]=1[O:27][CH3:28])[C:12](=[O:13])[NH:37][C@H:38]([C:39](=[O:40])[NH:41][CH2:42][C:43]1[CH:48]=[CH:47][C:46]([O:49][CH3:50])=[CH:45][C:44]=1[OH:51])[CH:52]([CH3:54])[CH3:53])([CH3:4])([CH3:2])[CH3:3], predict the reactants needed to synthesize it. (9) Given the product [CH2:22]([O:26][CH2:27][CH2:28][O:29][C:30]1[CH:31]=[CH:32][C:33]([C:2]2[CH:3]=[CH:4][C:5]([N:15]3[CH2:20][CH2:19][CH2:18][CH:17]([CH3:21])[CH2:16]3)=[C:6](/[CH:8]=[CH:9]/[C:10]([O:12][CH2:13][CH3:14])=[O:11])[CH:7]=2)=[CH:34][CH:35]=1)[CH2:23][CH2:24][CH3:25], predict the reactants needed to synthesize it. The reactants are: Br[C:2]1[CH:3]=[CH:4][C:5]([N:15]2[CH2:20][CH2:19][CH2:18][CH:17]([CH3:21])[CH2:16]2)=[C:6](/[CH:8]=[CH:9]/[C:10]([O:12][CH2:13][CH3:14])=[O:11])[CH:7]=1.[CH2:22]([O:26][CH2:27][CH2:28][O:29][C:30]1[CH:35]=[CH:34][C:33](OB(O)O)=[CH:32][CH:31]=1)[CH2:23][CH2:24][CH3:25].C(=O)([O-])[O-].[K+].[K+]. (10) Given the product [N:5]1[C:4]2[CH:8]=[CH:9][S:10][C:3]=2[C:2]([N:11]2[CH2:15][CH2:14][CH:13]([OH:16])[CH2:12]2)=[N:7][CH:6]=1, predict the reactants needed to synthesize it. The reactants are: Cl[C:2]1[C:3]2[S:10][CH:9]=[CH:8][C:4]=2[N:5]=[CH:6][N:7]=1.[NH:11]1[CH2:15][CH2:14][CH:13]([OH:16])[CH2:12]1.CCN(C(C)C)C(C)C.CS(C)=O.